Dataset: Catalyst prediction with 721,799 reactions and 888 catalyst types from USPTO. Task: Predict which catalyst facilitates the given reaction. (1) Reactant: [CH2:1]([O:3][C:4]1[CH:12]=[CH:11][C:7]([C:8]([OH:10])=O)=[CH:6][CH:5]=1)[CH3:2].C(N1C=CN=C1)(N1C=CN=C1)=O.C(=O)=O.[NH2:28][CH2:29][CH2:30][CH2:31][CH2:32][OH:33]. Product: [OH:33][CH2:32][CH2:31][CH2:30][CH2:29][NH:28][C:8](=[O:10])[C:7]1[CH:6]=[CH:5][C:4]([O:3][CH2:1][CH3:2])=[CH:12][CH:11]=1. The catalyst class is: 1. (2) Reactant: [F:1][C:2]1[CH:7]=[CH:6][C:5]([CH2:8][C:9]2[C:10]([N:16]3[CH2:22][C:21]4[CH:23]=[C:24]([C:27]5[CH:35]=[CH:34][C:30]([C:31](O)=[O:32])=[CH:29][CH:28]=5)[CH:25]=[CH:26][C:20]=4[O:19][CH2:18][CH2:17]3)=[N:11][CH:12]=[N:13][C:14]=2[CH3:15])=[CH:4][CH:3]=1.CN(C=O)C.C(Cl)(=O)C([Cl:44])=O. Product: [F:1][C:2]1[CH:7]=[CH:6][C:5]([CH2:8][C:9]2[C:10]([N:16]3[CH2:22][C:21]4[CH:23]=[C:24]([C:27]5[CH:35]=[CH:34][C:30]([C:31]([Cl:44])=[O:32])=[CH:29][CH:28]=5)[CH:25]=[CH:26][C:20]=4[O:19][CH2:18][CH2:17]3)=[N:11][CH:12]=[N:13][C:14]=2[CH3:15])=[CH:4][CH:3]=1. The catalyst class is: 22. (3) Reactant: [Cl:1][C:2]1[N:7]=[C:6](Cl)[C:5]([N+:9]([O-:11])=[O:10])=[CH:4][N:3]=1.C(N(C(C)C)CC)(C)C.[I:21][C:22]1[C:23]([CH3:30])=[C:24]([CH:27]=[CH:28][CH:29]=1)[CH2:25][NH2:26]. Product: [I:21][C:22]1[C:23]([CH3:30])=[C:24]([CH:27]=[CH:28][CH:29]=1)[CH2:25][NH:26][C:6]1[C:5]([N+:9]([O-:11])=[O:10])=[CH:4][N:3]=[C:2]([Cl:1])[N:7]=1. The catalyst class is: 220. (4) Reactant: Br[C:2]1[C:10]2[C:5](=[N:6][CH:7]=[C:8]([C:11]([O:13][CH3:14])=[O:12])[CH:9]=2)[N:4]([S:15]([C:18]2[CH:23]=[CH:22][CH:21]=[CH:20][CH:19]=2)(=[O:17])=[O:16])[CH:3]=1.[B:24]1([B:24]2[O:28][C:27]([CH3:30])([CH3:29])[C:26]([CH3:32])([CH3:31])[O:25]2)[O:28][C:27]([CH3:30])([CH3:29])[C:26]([CH3:32])([CH3:31])[O:25]1.C1(P(C2CCCCC2)C2CCCCC2)CCCCC1.C([O-])(=O)C.[K+]. Product: [C:18]1([S:15]([N:4]2[C:5]3=[N:6][CH:7]=[C:8]([C:11]([O:13][CH3:14])=[O:12])[CH:9]=[C:10]3[C:2]([B:24]3[O:28][C:27]([CH3:30])([CH3:29])[C:26]([CH3:32])([CH3:31])[O:25]3)=[CH:3]2)(=[O:17])=[O:16])[CH:23]=[CH:22][CH:21]=[CH:20][CH:19]=1. The catalyst class is: 110. (5) Reactant: [C:1]1([C:7]2[S:11][C:10]([NH:12][C:13](=[O:24])OC3C=CC([N+]([O-])=O)=CC=3)=[N:9][CH:8]=2)[CH:6]=[CH:5][CH:4]=[CH:3][CH:2]=1.C([N:28]([CH:31](C)C)[CH2:29][CH3:30])(C)C.[CH3:34][N:35]([CH3:38])[CH:36]=[O:37].[OH-:39].[NH4+]. Product: [C:1]1([C:7]2[S:11][C:10]([NH:12][C:13]([N:28]3[CH2:29][CH2:30][CH2:38][N:35]([C:36]([O:39][C:1]([CH3:7])([CH3:6])[CH3:2])=[O:37])[CH2:34][CH2:31]3)=[O:24])=[N:9][CH:8]=2)[CH:2]=[CH:3][CH:4]=[CH:5][CH:6]=1. The catalyst class is: 170. (6) Reactant: N(C(OC(C)C)=O)=NC(OC(C)C)=O.[OH:15][C:16]1[CH:17]=[N:18][C:19]([N:22]2[CH2:27][CH2:26][N:25]([C:28]([O:30][C:31]([CH3:34])([CH3:33])[CH3:32])=[O:29])[CH2:24][C@H:23]2[CH3:35])=[N:20][CH:21]=1.C1(P(C2C=CC=CC=2)C2C=CC=CC=2)C=CC=CC=1.[N:55]1([C:60]2[CH:65]=[CH:64][C:63]([CH2:66]O)=[CH:62][CH:61]=2)[CH:59]=[N:58][N:57]=[N:56]1. Product: [N:55]1([C:60]2[CH:65]=[CH:64][C:63]([CH2:66][O:15][C:16]3[CH:21]=[N:20][C:19]([N:22]4[CH2:27][CH2:26][N:25]([C:28]([O:30][C:31]([CH3:34])([CH3:33])[CH3:32])=[O:29])[CH2:24][C@H:23]4[CH3:35])=[N:18][CH:17]=3)=[CH:62][CH:61]=2)[CH:59]=[N:58][N:57]=[N:56]1. The catalyst class is: 1. (7) Reactant: C(N(CC)CC)C.[Br:8][C:9]1[CH:18]=[CH:17][C:12]([C:13](Cl)=[N:14][OH:15])=[CH:11][CH:10]=1.[CH2:19]([NH:22][C:23]([C:25]1[S:26][C:27]([Cl:30])=[CH:28][CH:29]=1)=[O:24])[CH:20]=[CH2:21]. Product: [Br:8][C:9]1[CH:18]=[CH:17][C:12]([C:13]2[CH2:21][CH:20]([CH2:19][NH:22][C:23]([C:25]3[S:26][C:27]([Cl:30])=[CH:28][CH:29]=3)=[O:24])[O:15][N:14]=2)=[CH:11][CH:10]=1. The catalyst class is: 4. (8) The catalyst class is: 12. Reactant: O1CCCCC1[O:7][NH:8][C:9]([C:11]1([S:17]([C:20]2[CH:21]=[N:22][C:23]([C:26]3[CH:31]=[CH:30][C:29]([O:32][CH2:33][C:34]([F:37])([F:36])[F:35])=[CH:28][CH:27]=3)=[CH:24][CH:25]=2)(=[O:19])=[O:18])[CH2:16][CH2:15][O:14][CH2:13][CH2:12]1)=[O:10].C[OH:39].Cl. Product: [F:35][C:34]([F:37])([F:36])[C:33]([OH:39])=[O:32].[OH:7][NH:8][C:9]([C:11]1([S:17]([C:20]2[CH:21]=[N:22][C:23]([C:26]3[CH:31]=[CH:30][C:29]([O:32][CH2:33][C:34]([F:37])([F:36])[F:35])=[CH:28][CH:27]=3)=[CH:24][CH:25]=2)(=[O:19])=[O:18])[CH2:12][CH2:13][O:14][CH2:15][CH2:16]1)=[O:10].